Dataset: Reaction yield outcomes from USPTO patents with 853,638 reactions. Task: Predict the reaction yield, written as a fraction of the theoretical maximum amount of product (1.0 means a 100% yield; for example, 0.34 means a 34% yield). (1) The reactants are [F:1][C:2]1[CH:7]=[CH:6][C:5]([C:8]2[CH:13]=[CH:12][CH:11]=[CH:10][C:9]=2B(O)O)=[CH:4][CH:3]=1.Br[C:18]1[CH:23]=[CH:22][C:21]([S:24]([NH2:27])(=[O:26])=[O:25])=[CH:20][CH:19]=1. No catalyst specified. The product is [F:1][C:2]1[CH:7]=[CH:6][C:5]([C:8]2[CH:13]=[CH:12][CH:11]=[CH:10][C:9]=2[C:18]2[CH:23]=[CH:22][C:21]([S:24]([NH2:27])(=[O:26])=[O:25])=[CH:20][CH:19]=2)=[CH:4][CH:3]=1. The yield is 0.460. (2) The reactants are [CH2:1]([N:8]1[CH:12]=[C:11]([CH2:13][CH2:14][C:15]([O:17]CC)=[O:16])[C:10]([O:20][CH2:21][C:22]2[CH:23]=[N:24][C:25]([O:28][CH2:29][C:30]3[N:31]=[C:32]([C:36]4[CH:41]=[CH:40][CH:39]=[CH:38][CH:37]=4)[O:33][C:34]=3[CH3:35])=[CH:26][CH:27]=2)=[N:9]1)[C:2]1[CH:7]=[CH:6][CH:5]=[CH:4][CH:3]=1.[OH-].[Na+].O1CCCC1.Cl. The catalyst is C(O)C. The product is [CH2:1]([N:8]1[CH:12]=[C:11]([CH2:13][CH2:14][C:15]([OH:17])=[O:16])[C:10]([O:20][CH2:21][C:22]2[CH:23]=[N:24][C:25]([O:28][CH2:29][C:30]3[N:31]=[C:32]([C:36]4[CH:37]=[CH:38][CH:39]=[CH:40][CH:41]=4)[O:33][C:34]=3[CH3:35])=[CH:26][CH:27]=2)=[N:9]1)[C:2]1[CH:7]=[CH:6][CH:5]=[CH:4][CH:3]=1. The yield is 0.900. (3) The reactants are CN(C)[CH:3]=[O:4].P(Cl)(Cl)(Cl)=O.[CH2:11]([O:13][C:14]([C:16]1[C:20]([C:21]2[CH:26]=[CH:25][C:24]([F:27])=[CH:23][CH:22]=2)=[CH:19][NH:18][C:17]=1[CH2:28][CH2:29][NH:30][C:31]([O:33][C:34]([CH3:37])([CH3:36])[CH3:35])=[O:32])=[O:15])[CH3:12].[OH-].[Na+]. The catalyst is ClCCl.O. The product is [CH2:11]([O:13][C:14]([C:16]1[C:20]([C:21]2[CH:26]=[CH:25][C:24]([F:27])=[CH:23][CH:22]=2)=[C:19]([CH:3]=[O:4])[NH:18][C:17]=1[CH2:28][CH2:29][NH:30][C:31]([O:33][C:34]([CH3:36])([CH3:35])[CH3:37])=[O:32])=[O:15])[CH3:12]. The yield is 0.844. (4) The reactants are [Cl:1][C:2]1[CH:9]=[C:8]([C:10]2[NH:14][N:13]=[CH:12][CH:11]=2)[CH:7]=[CH:6][C:3]=1[C:4]#[N:5].O[CH2:16][C@H:17]([NH:19]C(=O)OC(C)(C)C)[CH3:18]. No catalyst specified. The product is [NH2:19][C@H:17]([CH3:18])[CH2:16][N:13]1[CH:12]=[CH:11][C:10]([C:8]2[CH:7]=[CH:6][C:3]([C:4]#[N:5])=[C:2]([Cl:1])[CH:9]=2)=[N:14]1. The yield is 0.170. (5) The product is [ClH:1].[CH3:25][N:22]1[CH2:23][CH2:24][N:19]([C:17]([C:14]2[CH:15]=[CH:16][C:11]([C:9]3[NH:8][C:4]4=[N:5][CH:6]=[CH:7][C:2]([C:32]5[CH:31]=[CH:30][C:29]([O:28][C:27]([F:26])([F:38])[F:39])=[CH:34][CH:33]=5)=[C:3]4[N:10]=3)=[CH:12][CH:13]=2)=[O:18])[CH2:20][CH2:21]1. The reactants are [Cl:1][C:2]1[CH:7]=[CH:6][N:5]=[C:4]2[NH:8][C:9]([C:11]3[CH:16]=[CH:15][C:14]([C:17]([N:19]4[CH2:24][CH2:23][N:22]([CH3:25])[CH2:21][CH2:20]4)=[O:18])=[CH:13][CH:12]=3)=[N:10][C:3]=12.[F:26][C:27]([F:39])([F:38])[O:28][C:29]1[CH:34]=[CH:33][C:32](B(O)O)=[CH:31][CH:30]=1. No catalyst specified. The yield is 0.150. (6) The reactants are [N+:1]([C:4]1[CH:5]=[C:6]([C:14]2[N:15]=[N:16][NH:17][N:18]=2)[CH:7]=[C:8]([C:10]([F:13])([F:12])[F:11])[CH:9]=1)([O-])=O. The catalyst is CO.[Pd]. The product is [N:18]1[NH:17][N:16]=[N:15][C:14]=1[C:6]1[CH:5]=[C:4]([CH:9]=[C:8]([C:10]([F:11])([F:12])[F:13])[CH:7]=1)[NH2:1]. The yield is 0.920.